This data is from Reaction yield outcomes from USPTO patents with 853,638 reactions. The task is: Predict the reaction yield, written as a fraction of the theoretical maximum amount of product (1.0 means a 100% yield; for example, 0.34 means a 34% yield). (1) The reactants are C[O:2][C:3](=O)[CH2:4][CH:5]1[CH:9]([CH2:10][C:11](OC)=[O:12])[O:8][CH:7]([O:15][CH2:16][CH3:17])[O:6]1.[H-].[H-].[H-].[H-].[Li+].[Al+3]. The catalyst is O1CCCC1. The product is [CH2:16]([O:15][CH:7]1[O:6][CH:5]([CH2:4][CH2:3][OH:2])[CH:9]([CH2:10][CH2:11][OH:12])[O:8]1)[CH3:17]. The yield is 0.880. (2) The reactants are [C:1](Cl)(=[O:4])[CH:2]=[CH2:3].[CH3:6][N:7]([CH3:38])[C@@H:8]1[CH2:12][CH2:11][N:10]([C:13]2[CH:18]=[C:17]([O:19][CH3:20])[C:16]([NH:21][C:22]3[N:27]=[C:26]([C:28]4[CH:29]=[N:30][N:31]5[CH:36]=[CH:35][CH:34]=[CH:33][C:32]=45)[CH:25]=[CH:24][N:23]=3)=[CH:15][C:14]=2[NH2:37])[CH2:9]1. The catalyst is C(Cl)Cl.CO.C(Cl)Cl. The product is [CH3:38][N:7]([CH3:6])[C@@H:8]1[CH2:12][CH2:11][N:10]([C:13]2[CH:18]=[C:17]([O:19][CH3:20])[C:16]([NH:21][C:22]3[N:27]=[C:26]([C:28]4[CH:29]=[N:30][N:31]5[CH:36]=[CH:35][CH:34]=[CH:33][C:32]=45)[CH:25]=[CH:24][N:23]=3)=[CH:15][C:14]=2[NH:37][C:1](=[O:4])[CH:2]=[CH2:3])[CH2:9]1. The yield is 0.790. (3) The reactants are [Br:1][C:2]1[CH:7]=[CH:6][C:5]([N:8]2[CH:12]=[CH:11][N:10]=[CH:9]2)=[C:4]([N+:13]([O-])=O)[CH:3]=1.[Sn](Cl)(Cl)(Cl)Cl. The catalyst is C(O)C. The product is [Br:1][C:2]1[CH:7]=[CH:6][C:5]([N:8]2[CH:12]=[CH:11][N:10]=[CH:9]2)=[C:4]([NH2:13])[CH:3]=1. The yield is 0.920. (4) The reactants are [Cl:1][C:2]1[CH:7]=[C:6]([Cl:8])[CH:5]=[CH:4][C:3]=1[O:9][C:10]1[CH:15]=[CH:14][CH:13]=[CH:12][C:11]=1[N+:16]([O-])=O.C(OCC)(=O)C. No catalyst specified. The product is [Cl:1][C:2]1[CH:7]=[C:6]([Cl:8])[CH:5]=[CH:4][C:3]=1[O:9][C:10]1[CH:15]=[CH:14][CH:13]=[CH:12][C:11]=1[NH2:16]. The yield is 0.990. (5) The product is [C:1]([O:5][C:6]([N:8]1[CH2:13][CH2:12][CH2:11][CH:10]([C:14]2[CH:19]=[CH:18][C:17]([NH:54][CH:48]3[CH2:53][CH2:52][CH2:51][CH2:50][CH2:49]3)=[CH:16][CH:15]=2)[CH2:9]1)=[O:7])([CH3:4])([CH3:3])[CH3:2]. The catalyst is C1(C)C=CC=CC=1.C([O-])(=O)C.[Pd+2].C([O-])(=O)C. The reactants are [C:1]([O:5][C:6]([N:8]1[CH2:13][CH2:12][CH2:11][CH:10]([C:14]2[CH:19]=[CH:18][C:17](Br)=[CH:16][CH:15]=2)[CH2:9]1)=[O:7])([CH3:4])([CH3:3])[CH3:2].C(P(C(C)(C)C)C1C=CC=CC=1C1C=CC=CC=1)(C)(C)C.CC(C)([O-])C.[Na+].[CH:48]1([NH2:54])[CH2:53][CH2:52][CH2:51][CH2:50][CH2:49]1. The yield is 0.800.